From a dataset of NCI-60 drug combinations with 297,098 pairs across 59 cell lines. Regression. Given two drug SMILES strings and cell line genomic features, predict the synergy score measuring deviation from expected non-interaction effect. (1) Drug 1: CC1=C(C=C(C=C1)NC2=NC=CC(=N2)N(C)C3=CC4=NN(C(=C4C=C3)C)C)S(=O)(=O)N.Cl. Drug 2: C(CN)CNCCSP(=O)(O)O. Cell line: MDA-MB-231. Synergy scores: CSS=7.26, Synergy_ZIP=-0.291, Synergy_Bliss=-2.00, Synergy_Loewe=-7.30, Synergy_HSA=-2.75. (2) Drug 1: CC(CN1CC(=O)NC(=O)C1)N2CC(=O)NC(=O)C2. Drug 2: CC1=CC=C(C=C1)C2=CC(=NN2C3=CC=C(C=C3)S(=O)(=O)N)C(F)(F)F. Cell line: EKVX. Synergy scores: CSS=9.53, Synergy_ZIP=-4.04, Synergy_Bliss=-3.32, Synergy_Loewe=-2.52, Synergy_HSA=-0.756. (3) Drug 1: C1CCN(CC1)CCOC2=CC=C(C=C2)C(=O)C3=C(SC4=C3C=CC(=C4)O)C5=CC=C(C=C5)O. Drug 2: C1=NC2=C(N=C(N=C2N1C3C(C(C(O3)CO)O)O)F)N. Cell line: MDA-MB-231. Synergy scores: CSS=3.54, Synergy_ZIP=-0.839, Synergy_Bliss=0.835, Synergy_Loewe=1.24, Synergy_HSA=0.132.